Dataset: NCI-60 drug combinations with 297,098 pairs across 59 cell lines. Task: Regression. Given two drug SMILES strings and cell line genomic features, predict the synergy score measuring deviation from expected non-interaction effect. (1) Cell line: SK-OV-3. Synergy scores: CSS=25.5, Synergy_ZIP=-3.56, Synergy_Bliss=-0.978, Synergy_Loewe=-6.70, Synergy_HSA=-2.62. Drug 1: C1=NC2=C(N=C(N=C2N1C3C(C(C(O3)CO)O)F)Cl)N. Drug 2: CS(=O)(=O)CCNCC1=CC=C(O1)C2=CC3=C(C=C2)N=CN=C3NC4=CC(=C(C=C4)OCC5=CC(=CC=C5)F)Cl. (2) Drug 1: CC1=C(C(=CC=C1)Cl)NC(=O)C2=CN=C(S2)NC3=CC(=NC(=N3)C)N4CCN(CC4)CCO. Drug 2: CCC1(CC2CC(C3=C(CCN(C2)C1)C4=CC=CC=C4N3)(C5=C(C=C6C(=C5)C78CCN9C7C(C=CC9)(C(C(C8N6C)(C(=O)OC)O)OC(=O)C)CC)OC)C(=O)OC)O.OS(=O)(=O)O. Cell line: COLO 205. Synergy scores: CSS=-0.450, Synergy_ZIP=2.38, Synergy_Bliss=6.23, Synergy_Loewe=-7.56, Synergy_HSA=-0.840.